This data is from Reaction yield outcomes from USPTO patents with 853,638 reactions. The task is: Predict the reaction yield, written as a fraction of the theoretical maximum amount of product (1.0 means a 100% yield; for example, 0.34 means a 34% yield). (1) The reactants are [CH2:1]([NH:8][C:9]([C:11]1[O:12][CH:13]=[CH:14][C:15]=1[CH3:16])=[O:10])[C:2]1[CH:7]=[CH:6][CH:5]=[CH:4][CH:3]=1.[Br:17]N1C(=O)CCC1=O. The product is [CH2:1]([NH:8][C:9]([C:11]1[O:12][C:13]([Br:17])=[CH:14][C:15]=1[CH3:16])=[O:10])[C:2]1[CH:3]=[CH:4][CH:5]=[CH:6][CH:7]=1. The catalyst is C(#N)C. The yield is 0.110. (2) The reactants are [F:1][C:2]1[CH:7]=[CH:6][C:5]([C@:8]2([CH2:32][C:33]([OH:36])([CH3:35])[CH3:34])[O:13][C:12](=[O:14])[N:11]([C@H:15]([C:17]3[CH:22]=[CH:21][C:20](B4OC(C)(C)C(C)(C)O4)=[CH:19][CH:18]=3)[CH3:16])[CH2:10][CH2:9]2)=[CH:4][CH:3]=1.Br[C:38]1[CH:39]=[CH:40][C:41](=[O:45])[N:42]([CH3:44])[CH:43]=1.C([O-])([O-])=O.[Cs+].[Cs+]. The catalyst is O1CCOCC1.CCOC(C)=O. The product is [F:1][C:2]1[CH:3]=[CH:4][C:5]([C@:8]2([CH2:32][C:33]([OH:36])([CH3:35])[CH3:34])[O:13][C:12](=[O:14])[N:11]([C@H:15]([C:17]3[CH:18]=[CH:19][C:20]([C:38]4[CH:39]=[CH:40][C:41](=[O:45])[N:42]([CH3:44])[CH:43]=4)=[CH:21][CH:22]=3)[CH3:16])[CH2:10][CH2:9]2)=[CH:6][CH:7]=1. The yield is 0.220. (3) The reactants are [N:1]1[CH:6]=[CH:5][C:4]([NH2:7])=[CH:3][N:2]=1.N1C=CC=CC=1.Cl[C:15]([O:17][CH2:18][C:19]([Cl:22])([Cl:21])[Cl:20])=[O:16]. The catalyst is O1CCCC1. The product is [N:1]1[CH:6]=[CH:5][C:4]([NH:7][C:15](=[O:16])[O:17][CH2:18][C:19]([Cl:22])([Cl:21])[Cl:20])=[CH:3][N:2]=1. The yield is 0.0440.